Dataset: Full USPTO retrosynthesis dataset with 1.9M reactions from patents (1976-2016). Task: Predict the reactants needed to synthesize the given product. (1) Given the product [Br:1][C:2]1[S:3][CH:4]=[C:5]([C:7]([N:11]([O:12][CH3:13])[CH3:10])=[O:9])[N:6]=1, predict the reactants needed to synthesize it. The reactants are: [Br:1][C:2]1[S:3][CH:4]=[C:5]([C:7]([OH:9])=O)[N:6]=1.[CH3:10][NH:11][O:12][CH3:13].CN(C(ON1N=NC2C=CC=NC1=2)=[N+](C)C)C.F[P-](F)(F)(F)(F)F.CCN(C(C)C)C(C)C. (2) Given the product [F:1][C:2]1[CH:25]=[CH:24][CH:23]=[CH:22][C:3]=1[CH2:4][N:5]1[C:9]2=[N:10][CH:11]=[CH:12][CH:13]=[C:8]2[C:7]([C:14]2[CH:15]=[CH:16][C:17]3[C:18]([N:19]=2)=[N:20][CH:27]=[CH:32][N:21]=3)=[N:6]1, predict the reactants needed to synthesize it. The reactants are: [F:1][C:2]1[CH:25]=[CH:24][CH:23]=[CH:22][C:3]=1[CH2:4][N:5]1[C:9]2=[N:10][CH:11]=[CH:12][CH:13]=[C:8]2[C:7]([C:14]2[N:19]=[C:18]([NH2:20])[C:17]([NH2:21])=[CH:16][CH:15]=2)=[N:6]1.O[CH:27]1[CH:32](O)OCCO1. (3) Given the product [C:1]([O:5][C:6]([NH:8][C@H:9]([C:23]([O:25][CH3:26])=[O:24])[CH2:10][C:11]1[CH:16]=[CH:15][C:14]([CH2:17][CH2:18][CH2:19][CH:20]([OH:22])[CH3:21])=[CH:13][N:12]=1)=[O:7])([CH3:4])([CH3:2])[CH3:3], predict the reactants needed to synthesize it. The reactants are: [C:1]([O:5][C:6]([NH:8][C@H:9]([C:23]([O:25][CH3:26])=[O:24])[CH2:10][C:11]1[CH:16]=[CH:15][C:14]([C:17]#[C:18][CH2:19][CH:20]([OH:22])[CH3:21])=[CH:13][N:12]=1)=[O:7])([CH3:4])([CH3:3])[CH3:2]. (4) Given the product [Cl:33][C:34]1[CH:43]=[C:42]2[C:37]([C:38]([N:44]3[CH2:49][CH2:48][N:47]([C:12]([NH:6][C:5]4[CH:7]=[CH:8][C:9]([F:10])=[C:3]([O:2][CH3:1])[CH:4]=4)=[O:13])[CH2:46][CH2:45]3)=[CH:39][CH:40]=[N:41]2)=[CH:36][CH:35]=1, predict the reactants needed to synthesize it. The reactants are: [CH3:1][O:2][C:3]1[CH:4]=[C:5]([CH:7]=[CH:8][C:9]=1[F:10])[NH2:6].Cl[C:12](OC1C=CC([N+]([O-])=O)=CC=1)=[O:13].C(N(C(C)C)CC)(C)C.[Cl:33][C:34]1[CH:43]=[C:42]2[C:37]([C:38]([N:44]3[CH2:49][CH2:48][NH:47][CH2:46][CH2:45]3)=[CH:39][CH:40]=[N:41]2)=[CH:36][CH:35]=1. (5) Given the product [C:30]([NH:29][C:27]([NH:26][C@@H:20]([CH2:21][OH:22])[CH2:19][CH2:18][CH2:17][CH2:16][NH:15][C:13](=[O:14])[O:12][CH2:5][C:6]1[CH:7]=[CH:8][CH:9]=[CH:10][CH:11]=1)=[S:28])([CH3:33])([CH3:32])[CH3:31], predict the reactants needed to synthesize it. The reactants are: [Cl-].[Li+].[BH4-].[Na+].[CH2:5]([O:12][C:13]([NH:15][CH2:16][CH2:17][CH2:18][CH2:19][C@@H:20]([NH:26][C:27]([NH:29][C:30]([CH3:33])([CH3:32])[CH3:31])=[S:28])[C:21](OCC)=[O:22])=[O:14])[C:6]1[CH:11]=[CH:10][CH:9]=[CH:8][CH:7]=1.[BH4-]. (6) Given the product [C:14]([O:18][C:19]([N:21]1[CH2:22][CH2:23][CH:24]([N:27]2[C:31]3=[N:32][CH:33]=[N:34][C:35]([O:13][C:10]4[CH:11]=[CH:12][C:7]([N:6]5[C:2]([CH3:1])=[N:3][N:4]=[N:5]5)=[CH:8][CH:9]=4)=[C:30]3[CH:29]=[N:28]2)[CH2:25][CH2:26]1)=[O:20])([CH3:17])([CH3:15])[CH3:16], predict the reactants needed to synthesize it. The reactants are: [CH3:1][C:2]1[N:6]([C:7]2[CH:12]=[CH:11][C:10]([OH:13])=[CH:9][CH:8]=2)[N:5]=[N:4][N:3]=1.[C:14]([O:18][C:19]([N:21]1[CH2:26][CH2:25][CH:24]([N:27]2[C:31]3=[N:32][CH:33]=[N:34][C:35](Cl)=[C:30]3[CH:29]=[N:28]2)[CH2:23][CH2:22]1)=[O:20])([CH3:17])([CH3:16])[CH3:15].C(=O)([O-])[O-].[K+].[K+].C(=O)([O-])[O-].[Na+].[Na+].